Dataset: Catalyst prediction with 721,799 reactions and 888 catalyst types from USPTO. Task: Predict which catalyst facilitates the given reaction. (1) Reactant: [NH2:1][C:2]1[S:3][C:4]2[CH:10]=[C:9]([O:11][C:12]3[CH:13]=[C:14]([NH:19][C:20](=[O:32])[C:21]4[CH:26]=[CH:25][CH:24]=[C:23]([C:27]5([C:30]#[N:31])[CH2:29][CH2:28]5)[CH:22]=4)[CH:15]=[CH:16][C:17]=3[CH3:18])[CH:8]=[CH:7][C:5]=2[N:6]=1.[CH:33]1([C:36](Cl)=[O:37])[CH2:35][CH2:34]1. Product: [C:30]([C:27]1([C:23]2[CH:22]=[C:21]([CH:26]=[CH:25][CH:24]=2)[C:20]([NH:19][C:14]2[CH:15]=[CH:16][C:17]([CH3:18])=[C:12]([O:11][C:9]3[CH:8]=[CH:7][C:5]4[N:6]=[C:2]([NH:1][C:36]([CH:33]5[CH2:35][CH2:34]5)=[O:37])[S:3][C:4]=4[CH:10]=3)[CH:13]=2)=[O:32])[CH2:29][CH2:28]1)#[N:31]. The catalyst class is: 277. (2) Reactant: [N+:1]([CH2:4][C@H:5]1[CH2:10][CH2:9][CH2:8][C:7](=[O:11])[CH2:6]1)([O-:3])=[O:2].[CH2:12]([OH:15])[CH2:13][OH:14].Cl. Product: [N+:1]([CH2:4][C@H:5]1[CH2:10][CH2:9][CH2:8][C:7](=[O:11])[CH2:6]1)([O-:3])=[O:2].[N+:1]([CH2:4][C@H:5]1[CH2:10][CH2:9][CH2:8][C:7]2([O:15][CH2:12][CH2:13][O:14]2)[CH2:6]1)([O-:3])=[O:2]. The catalyst class is: 1. (3) Reactant: [I:1][C:2]1[CH:8]=[CH:7][C:5]([NH2:6])=[C:4]([F:9])[CH:3]=1.[F:10][C:11]1[CH:16]=[C:15]([F:17])[C:14]([N+:18]([O-:20])=[O:19])=[C:13](F)[C:12]=1[F:22]. Product: [F:9][C:4]1[CH:3]=[C:2]([I:1])[CH:8]=[CH:7][C:5]=1[NH:6][C:13]1[C:14]([N+:18]([O-:20])=[O:19])=[C:15]([F:17])[CH:16]=[C:11]([F:10])[C:12]=1[F:22]. The catalyst class is: 1. (4) Reactant: C(OC(Cl)=O)C(C)C.[C:9]([NH:16][C@H:17]([C:22]([OH:24])=O)[CH2:18][CH2:19][CH2:20][CH3:21])([O:11][C:12]([CH3:15])([CH3:14])[CH3:13])=[O:10].CN1CCOCC1.[CH2:32]([NH2:36])[CH2:33][CH2:34][CH3:35]. Product: [CH2:32]([NH:36][C:22](=[O:24])[C@H:17]([CH2:18][CH2:19][CH2:20][CH3:21])[NH:16][C:9]([O:11][C:12]([CH3:13])([CH3:14])[CH3:15])=[O:10])[CH2:33][CH2:34][CH3:35]. The catalyst class is: 1. (5) Reactant: C[O:2][C:3](=[O:34])[CH2:4][CH2:5][C:6]1[CH:11]=[CH:10][C:9]([C:12]2[NH:16][C:15]3[CH:17]=[C:18]([C:21](=[O:33])[NH:22][C:23]4[CH:32]=[CH:31][C:30]5[C:25](=[CH:26][CH:27]=[CH:28][CH:29]=5)[N:24]=4)[CH:19]=[CH:20][C:14]=3[N:13]=2)=[CH:8][CH:7]=1.[OH-].[Na+].Cl. Product: [N:24]1[C:25]2[C:30](=[CH:29][CH:28]=[CH:27][CH:26]=2)[CH:31]=[CH:32][C:23]=1[NH:22][C:21]([C:18]1[CH:19]=[CH:20][C:14]2[N:13]=[C:12]([C:9]3[CH:10]=[CH:11][C:6]([CH2:5][CH2:4][C:3]([OH:34])=[O:2])=[CH:7][CH:8]=3)[NH:16][C:15]=2[CH:17]=1)=[O:33]. The catalyst class is: 5.